This data is from Forward reaction prediction with 1.9M reactions from USPTO patents (1976-2016). The task is: Predict the product of the given reaction. (1) The product is: [C:15]([O:18][C:19](=[O:20])[NH:6][CH2:5][C:4]1[C:3]([O:2][CH3:1])=[N:10][C:9]([CH3:11])=[CH:8][C:7]=1[O:12][CH3:13])([CH3:17])([CH3:16])[CH3:14]. Given the reactants [CH3:1][O:2][C:3]1[N:10]=[C:9]([CH3:11])[CH:8]=[C:7]([O:12][CH3:13])[C:4]=1[C:5]#[N:6].[CH3:14][C:15]([O:18][C:19](O[C:19]([O:18][C:15]([CH3:17])([CH3:16])[CH3:14])=[O:20])=[O:20])([CH3:17])[CH3:16], predict the reaction product. (2) Given the reactants [O:1]=[S:2]1(=[O:11])[CH2:7][CH2:6][CH:5]([C:8]([OH:10])=O)[CH2:4][CH2:3]1.CCN(CC)CC.CN(C(ON1N=NC2C=CC=NC1=2)=[N+](C)C)C.F[P-](F)(F)(F)(F)F.[F:43][C:44]1[C:49]2[N:50]([C:54]3[CH:55]=[N:56][C:57]([O:61][CH3:62])=[C:58]([CH3:60])[CH:59]=3)[CH2:51][CH2:52][O:53][C:48]=2[CH:47]=[CH:46][C:45]=1[O:63][C@H:64]1[CH2:68][CH2:67][NH:66][CH2:65]1, predict the reaction product. The product is: [O:11]=[S:2]1(=[O:1])[CH2:3][CH2:4][CH:5]([C:8]([N:66]2[CH2:67][CH2:68][C@H:64]([O:63][C:45]3[CH:46]=[CH:47][C:48]4[O:53][CH2:52][CH2:51][N:50]([C:54]5[CH:55]=[N:56][C:57]([O:61][CH3:62])=[C:58]([CH3:60])[CH:59]=5)[C:49]=4[C:44]=3[F:43])[CH2:65]2)=[O:10])[CH2:6][CH2:7]1. (3) Given the reactants Cl[C:2]1[C:3]2[N:10]=[CH:9][N:8]([CH2:11][CH3:12])[C:4]=2[N:5]=[N:6][CH:7]=1.[CH2:13]([S:15]([C:18]1[CH:23]=[CH:22][C:21]([C:24]2[C:25]([OH:39])=[CH:26][CH:27]=[C:28](B3OC(C)(C)C(C)(C)O3)[CH:29]=2)=[C:20]([O:40][CH3:41])[CH:19]=1)(=[O:17])=[O:16])[CH3:14].C(=O)([O-])[O-].[Na+].[Na+], predict the reaction product. The product is: [CH2:11]([N:8]1[C:4]2[N:5]=[N:6][CH:7]=[C:2]([C:28]3[CH:29]=[C:24]([C:21]4[CH:22]=[CH:23][C:18]([S:15]([CH2:13][CH3:14])(=[O:16])=[O:17])=[CH:19][C:20]=4[O:40][CH3:41])[C:25]([OH:39])=[CH:26][CH:27]=3)[C:3]=2[N:10]=[CH:9]1)[CH3:12]. (4) Given the reactants [CH3:1][S:2]([C:5]1[CH:10]=[CH:9][C:8]([NH:11][C:12](=[O:29])[CH2:13][CH:14]2[CH2:19][CH2:18][N:17]([CH2:20][CH2:21][NH:22][C:23]3[CH:28]=[CH:27][CH:26]=[CH:25][CH:24]=3)[CH2:16][CH2:15]2)=[CH:7][CH:6]=1)(=[O:4])=[O:3].[C:30]([N:37]1[CH2:42][CH2:41][CH:40](Cl)[CH2:39][CH2:38]1)([O:32][C:33]([CH3:36])([CH3:35])[CH3:34])=[O:31], predict the reaction product. The product is: [C:33]([O:32][C:30]([N:37]1[CH2:42][CH2:41][CH:40]([N:22]([CH2:21][CH2:20][N:17]2[CH2:16][CH2:15][CH:14]([CH2:13][C:12](=[O:29])[NH:11][C:8]3[CH:7]=[CH:6][C:5]([S:2]([CH3:1])(=[O:4])=[O:3])=[CH:10][CH:9]=3)[CH2:19][CH2:18]2)[C:23]2[CH:24]=[CH:25][CH:26]=[CH:27][CH:28]=2)[CH2:39][CH2:38]1)=[O:31])([CH3:36])([CH3:34])[CH3:35]. (5) Given the reactants C1(S([N:10]2[C:14]3=[N:15][CH:16]=[CH:17][CH:18]=[C:13]3[C:12]([C:19]3[CH:24]=[CH:23][N:22]=[C:21](Cl)[N:20]=3)=[CH:11]2)(=O)=O)C=CC=CC=1.[NH2:26][C:27]1[CH:32]=[CH:31][C:30]([CH2:33][CH2:34][OH:35])=[CH:29][CH:28]=1, predict the reaction product. The product is: [NH:10]1[C:14]2=[N:15][CH:16]=[CH:17][CH:18]=[C:13]2[C:12]([C:19]2[CH:24]=[CH:23][N:22]=[C:21]([NH:26][C:27]3[CH:32]=[CH:31][C:30]([CH2:33][CH2:34][OH:35])=[CH:29][CH:28]=3)[N:20]=2)=[CH:11]1. (6) Given the reactants [OH:1][C:2]1([C:9]2[S:13][CH:12]=[N:11][CH:10]=2)[CH2:7][CH2:6][C:5](=O)[CH2:4][CH2:3]1.[NH:14]1[CH2:17][CH:16]([NH:18][C:19]([CH2:21][NH:22][C:23](=[O:35])[C:24]2[CH:29]=[C:28]([F:30])[CH:27]=[C:26]([C:31]([F:34])([F:33])[F:32])[CH:25]=2)=[O:20])[CH2:15]1, predict the reaction product. The product is: [F:30][C:28]1[CH:29]=[C:24]([CH:25]=[C:26]([C:31]([F:34])([F:32])[F:33])[CH:27]=1)[C:23]([NH:22][CH2:21][C:19](=[O:20])[NH:18][CH:16]1[CH2:17][N:14]([CH:5]2[CH2:6][CH2:7][C:2]([OH:1])([C:9]3[S:13][CH:12]=[N:11][CH:10]=3)[CH2:3][CH2:4]2)[CH2:15]1)=[O:35]. (7) Given the reactants Cl[C:2]1[CH:7]=[C:6]([Cl:8])[C:5]([CH:9]2[CH2:11][CH2:10]2)=[CH:4][N:3]=1.[C:12]([Zn]C#N)#[N:13], predict the reaction product. The product is: [Cl:8][C:6]1[C:5]([CH:9]2[CH2:11][CH2:10]2)=[CH:4][N:3]=[C:2]([C:12]#[N:13])[CH:7]=1.